From a dataset of Acute oral toxicity (LD50) regression data from Zhu et al.. Regression/Classification. Given a drug SMILES string, predict its toxicity properties. Task type varies by dataset: regression for continuous values (e.g., LD50, hERG inhibition percentage) or binary classification for toxic/non-toxic outcomes (e.g., AMES mutagenicity, cardiotoxicity, hepatotoxicity). Dataset: ld50_zhu. (1) The drug is OC1(c2ccc(Cl)cc2)c2ccccc2C2=NCCN21. The rat oral LD50 is 3.90, given as -log10 of the dose in mol/kg body weight (higher means more acutely toxic). (2) The molecule is CC(C)Cn1nc(-c2ccccc2)c(-c2ccccc2)c1CC(=O)O. The rat oral LD50 is 3.86, given as -log10 of the dose in mol/kg body weight (higher means more acutely toxic). (3) The drug is O=[N+]([O-])c1cc(Cl)cc2[nH]c(C(F)(F)F)nc12. The rat oral LD50 is 4.98, given as -log10 of the dose in mol/kg body weight (higher means more acutely toxic). (4) The compound is CCCSP(C)(=S)SC(CC(=O)OCC)C(=O)OCC. The rat oral LD50 is 2.71, given as -log10 of the dose in mol/kg body weight (higher means more acutely toxic). (5) The compound is CC(Cc1ccccc1)N(C)Cc1ccccc1. The rat oral LD50 is 3.17, given as -log10 of the dose in mol/kg body weight (higher means more acutely toxic). (6) The molecule is CC(C)SSC(Cl)C(Cl)Cl. The rat oral LD50 is 3.08, given as -log10 of the dose in mol/kg body weight (higher means more acutely toxic).